From a dataset of Forward reaction prediction with 1.9M reactions from USPTO patents (1976-2016). Predict the product of the given reaction. (1) Given the reactants [F:1][C:2]1[C:7]([C:8]([OH:10])=O)=[CH:6][CH:5]=[CH:4][N:3]=1.CN(C(ON1N=NC2C=CC=NC1=2)=[N+](C)C)C.F[P-](F)(F)(F)(F)F.CCN(C(C)C)C(C)C.[NH2:44][C:45]1[CH:65]=[CH:64][C:48]([O:49][C:50]2[C:55]([C:56]3[CH:61]=[CH:60][N:59]=[C:58]([NH:62][CH3:63])[N:57]=3)=[CH:54][CH:53]=[CH:52][N:51]=2)=[CH:47][CH:46]=1, predict the reaction product. The product is: [F:1][C:2]1[N:3]=[CH:4][CH:5]=[CH:6][C:7]=1[C:8]([NH:44][C:45]1[CH:46]=[CH:47][C:48]([O:49][C:50]2[C:55]([C:56]3[CH:61]=[CH:60][N:59]=[C:58]([NH:62][CH3:63])[N:57]=3)=[CH:54][CH:53]=[CH:52][N:51]=2)=[CH:64][CH:65]=1)=[O:10]. (2) Given the reactants [CH3:1][O-:2].[Na+].[CH3:4][O:5][C:6](=[O:11])[CH:7]([Cl:10])[CH2:8]Cl.Cl, predict the reaction product. The product is: [Cl:10][CH:7]([CH2:8][O:2][CH3:1])[C:6]([O:5][CH3:4])=[O:11]. (3) Given the reactants [S:1]1(=O)[CH2:5][CH2:4][S:3][CH2:2]1.[F:7][C:8]([F:19])([F:18])[C:9]([O:11]C(=O)C(F)(F)F)=[O:10], predict the reaction product. The product is: [F:7][C:8]([F:19])([F:18])[C:9]([O-:11])=[O:10].[S:1]1[CH2:5][CH2:4][S:3][CH+:2]1. (4) Given the reactants [C:1]([O:5][CH:6]([C:11]1[N:15]([CH3:16])[N:14]=[C:13]([C:17]2[S:18][CH:19]=[CH:20][N:21]=2)[C:12]=1[C:22]1[CH:23]=[CH:24][C:25]2[O:30][CH2:29][CH2:28][CH2:27][C:26]=2[CH:31]=1)[C:7]([O:9]C)=[O:8])([CH3:4])([CH3:3])[CH3:2].[OH-].[K+], predict the reaction product. The product is: [C:1]([O:5][CH:6]([C:11]1[N:15]([CH3:16])[N:14]=[C:13]([C:17]2[S:18][CH:19]=[CH:20][N:21]=2)[C:12]=1[C:22]1[CH:23]=[CH:24][C:25]2[O:30][CH2:29][CH2:28][CH2:27][C:26]=2[CH:31]=1)[C:7]([OH:9])=[O:8])([CH3:4])([CH3:2])[CH3:3]. (5) Given the reactants [H-].[Na+].C(OC([N:10]1[CH2:15][C@@H:14]([CH3:16])[N:13]([C:17]([O:19][C:20]([CH3:23])([CH3:22])[CH3:21])=[O:18])[CH2:12][C@@H:11]1[CH:24]([OH:30])[C:25]1[S:26][CH:27]=[CH:28][N:29]=1)=O)(C)(C)C.[Cl-].[NH4+], predict the reaction product. The product is: [C:20]([O:19][C:17]([N:13]1[CH2:12][C@H:11]([CH:24]([OH:30])[C:25]2[S:26][CH:27]=[CH:28][N:29]=2)[NH:10][CH2:15][C@H:14]1[CH3:16])=[O:18])([CH3:23])([CH3:21])[CH3:22]. (6) Given the reactants [C:1]([O:5][C:6]([N:8]1[CH2:13][CH2:12][CH:11]([N:14]([CH2:28][C:29]2[CH:34]=[CH:33][C:32]([C:35](OC)=O)=[CH:31][CH:30]=2)[C:15]([C:17]2[CH:22]=[CH:21][C:20]([CH2:23][CH2:24][CH2:25][CH2:26][CH3:27])=[CH:19][N:18]=2)=[O:16])[CH2:10][CH2:9]1)=[O:7])([CH3:4])([CH3:3])[CH3:2].C(C1C=CC(C(O)=O)=[N:48]C=1)CCCC, predict the reaction product. The product is: [C:1]([O:5][C:6]([N:8]1[CH2:9][CH2:10][CH:11]([N:14]([CH2:28][C:29]2[CH:34]=[CH:33][C:32]([C:35]#[N:48])=[CH:31][CH:30]=2)[C:15]([C:17]2[CH:22]=[CH:21][C:20]([CH2:23][CH2:24][CH2:25][CH2:26][CH3:27])=[CH:19][N:18]=2)=[O:16])[CH2:12][CH2:13]1)=[O:7])([CH3:4])([CH3:2])[CH3:3]. (7) Given the reactants [N:1]1[CH:6]=[CH:5][C:4]([C:7]2([NH:10]C(=O)OC(C)(C)C)[CH2:9][CH2:8]2)=[CH:3][N:2]=1.[ClH:18], predict the reaction product. The product is: [ClH:18].[N:1]1[CH:6]=[CH:5][C:4]([C:7]2([NH2:10])[CH2:9][CH2:8]2)=[CH:3][N:2]=1. (8) Given the reactants NC1C=CC(C2C=CC([C:14](=O)[CH2:15][C:16]([CH3:23])([CH3:22])[C:17]([O:19]CC)=[O:18])=CC=2)=CC=1.CC1C=C(N=C=[O:35])C=CC=1C, predict the reaction product. The product is: [CH3:22][C:16]([CH3:23])([C:15](=[O:35])[CH3:14])[C:17]([OH:19])=[O:18]. (9) Given the reactants Br[C:2]1[CH:3]=[C:4]2[C:8](=[CH:9][CH:10]=1)[C:7](=[O:11])[NH:6][CH2:5]2.[F:12][C:13]1[CH:14]=[C:15]([C:19]#[CH:20])[CH:16]=[CH:17][CH:18]=1.C(NCC)C, predict the reaction product. The product is: [F:12][C:13]1[CH:14]=[C:15]([C:19]#[C:20][C:2]2[CH:3]=[C:4]3[C:8](=[CH:9][CH:10]=2)[C:7](=[O:11])[NH:6][CH2:5]3)[CH:16]=[CH:17][CH:18]=1. (10) Given the reactants [N:1]1[C:10]2[C:5](=[CH:6][C:7]([C:11](Cl)=[O:12])=[CH:8][CH:9]=2)[CH:4]=[CH:3][CH:2]=1.[NH3:14], predict the reaction product. The product is: [N:1]1[C:10]2[C:5](=[CH:6][C:7]([C:11]([NH2:14])=[O:12])=[CH:8][CH:9]=2)[CH:4]=[CH:3][CH:2]=1.